Dataset: Full USPTO retrosynthesis dataset with 1.9M reactions from patents (1976-2016). Task: Predict the reactants needed to synthesize the given product. (1) Given the product [CH3:1][O:2][C:3](=[O:23])[CH2:4][CH2:5][NH:6][C:7](=[O:22])[C:8]1[CH:13]=[CH:12][C:11]([CH:14]([O:21][C:28]2[CH:29]=[N:30][C:25]([Cl:24])=[CH:26][CH:27]=2)[CH2:15][CH2:16][C:17]([CH3:18])([CH3:19])[CH3:20])=[CH:10][CH:9]=1, predict the reactants needed to synthesize it. The reactants are: [CH3:1][O:2][C:3](=[O:23])[CH2:4][CH2:5][NH:6][C:7](=[O:22])[C:8]1[CH:13]=[CH:12][C:11]([CH:14]([OH:21])[CH2:15][CH2:16][C:17]([CH3:20])([CH3:19])[CH3:18])=[CH:10][CH:9]=1.[Cl:24][C:25]1[N:30]=[CH:29][C:28](O)=[CH:27][CH:26]=1.C(P(CCCC)CCCC)CCC.N(C(N1CCCCC1)=O)=NC(N1CCCCC1)=O. (2) Given the product [N:31]([CH2:26][C:27]([NH:1][C@H:2]([CH2:23][F:24])[C@H:3]([OH:4])[C:5]1[CH:10]=[CH:9][C:8]([C:11]2[CH:16]=[N:15][C:14]([CH2:17][NH:18][S:19]([CH3:22])(=[O:20])=[O:21])=[CH:13][CH:12]=2)=[CH:7][CH:6]=1)=[O:28])=[N+:32]=[N-:33], predict the reactants needed to synthesize it. The reactants are: [NH2:1][C@H:2]([CH2:23][F:24])[C@@H:3]([C:5]1[CH:10]=[CH:9][C:8]([C:11]2[CH:12]=[CH:13][C:14]([CH2:17][NH:18][S:19]([CH3:22])(=[O:21])=[O:20])=[N:15][CH:16]=2)=[CH:7][CH:6]=1)[OH:4].Br[CH2:26][C:27](Br)=[O:28].[Br-].[N-:31]=[N+:32]=[N-:33].[Na+]. (3) The reactants are: [CH2:1]([N:3]1[CH2:8][CH2:7][CH:6]([CH2:9][CH:10]2[CH2:15][CH2:14][N:13](C(OC(C)(C)C)=O)[CH2:12][CH2:11]2)[CH2:5][CH2:4]1)[CH3:2]. Given the product [CH2:1]([N:3]1[CH2:4][CH2:5][CH:6]([CH2:9][CH:10]2[CH2:15][CH2:14][NH:13][CH2:12][CH2:11]2)[CH2:7][CH2:8]1)[CH3:2], predict the reactants needed to synthesize it.